From a dataset of Full USPTO retrosynthesis dataset with 1.9M reactions from patents (1976-2016). Predict the reactants needed to synthesize the given product. Given the product [CH:13]1([CH2:18][C@H:19]([NH:26][C:27](=[O:56])[C@@H:28]([NH:38][C:39](=[O:55])[C@H:40]([NH:42][C:10]([C@H:6]2[CH2:7][CH2:8][C:9]3[NH:1][N:2]=[CH:3][C:4]=3[CH2:5]2)=[O:12])[CH3:41])[CH2:29][C:30]2[CH:31]=[CH:32][C:33]([O:36][CH3:37])=[CH:34][CH:35]=2)[C:20]([C@@:22]2([CH3:25])[CH2:24][O:23]2)=[O:21])[CH2:14][CH2:15][CH2:16][CH2:17]1, predict the reactants needed to synthesize it. The reactants are: [NH:1]1[C:9]2[CH2:8][CH2:7][C@@H:6]([C:10]([OH:12])=O)[CH2:5][C:4]=2[CH:3]=[N:2]1.[CH:13]1([CH2:18][C@H:19]([NH:26][C:27](=[O:56])[C@@H:28]([NH:38][C:39](=[O:55])[C@H:40]([NH:42]C(=O)C[C@@H]2CCC3NN=CC=3C2)[CH3:41])[CH2:29][C:30]2[CH:35]=[CH:34][C:33]([O:36][CH3:37])=[CH:32][CH:31]=2)[C:20]([C@@:22]2([CH3:25])[CH2:24][O:23]2)=[O:21])[CH2:17][CH2:16][CH2:15][CH2:14]1.